Dataset: Forward reaction prediction with 1.9M reactions from USPTO patents (1976-2016). Task: Predict the product of the given reaction. (1) Given the reactants [O:1]1[CH2:3][CH:2]1[CH2:4][O:5][C:6]1[CH:11]=[CH:10][CH:9]=[CH:8][C:7]=1[NH:12][C:13](=[O:20])[C:14]1[CH:19]=[CH:18][CH:17]=[CH:16][CH:15]=1.[Cl:21][C:22]1[CH:23]=[C:24]([CH:33]=[CH:34][C:35]=1[Cl:36])[CH2:25][N:26]1[CH2:31][CH2:30][CH:29]([NH2:32])[CH2:28][CH2:27]1, predict the reaction product. The product is: [Cl:21][C:22]1[CH:23]=[C:24]([CH:33]=[CH:34][C:35]=1[Cl:36])[CH2:25][N:26]1[CH2:27][CH2:28][CH:29]([NH:32][CH2:3][CH:2]([OH:1])[CH2:4][O:5][C:6]2[CH:11]=[CH:10][CH:9]=[CH:8][C:7]=2[NH:12][C:13](=[O:20])[C:14]2[CH:19]=[CH:18][CH:17]=[CH:16][CH:15]=2)[CH2:30][CH2:31]1. (2) Given the reactants [N:1]1([C:6]2[CH:7]=[C:8]([C:16]3[S:20][C:19]([NH:21][C:22](=[O:24])[CH3:23])=[N:18][C:17]=3[CH3:25])[CH:9]=[CH:10][C:11]=2[S:12]([CH3:15])(=[O:14])=[O:13])[CH:5]=[CH:4][N:3]=[CH:2]1.F[C:27]1C=C(C2SC(NC(=O)C)=NC=2C)C=CC=1S(C)(=O)=O.FC1C=C(C2SC(NC(=O)CC)=NC=2C)C=CC=1S(C)(=O)=O, predict the reaction product. The product is: [N:1]1([C:6]2[CH:7]=[C:8]([C:16]3[S:20][C:19]([NH:21][C:22](=[O:24])[CH2:23][CH3:27])=[N:18][C:17]=3[CH3:25])[CH:9]=[CH:10][C:11]=2[S:12]([CH3:15])(=[O:14])=[O:13])[CH:5]=[CH:4][N:3]=[CH:2]1. (3) Given the reactants [Br:1]N1C(=O)CCC1=O.[Cl:9][C:10]1[C:11]2[N:12]([C:16]([C@H:19]3[CH2:28][CH2:27][C@@H:26]4[N:21]([C:22](=[O:29])[CH2:23][CH2:24][CH2:25]4)[CH2:20]3)=[N:17][CH:18]=2)[CH:13]=[CH:14][N:15]=1.N#N, predict the reaction product. The product is: [Br:1][C:18]1[N:17]=[C:16]([C@H:19]2[CH2:28][CH2:27][C@@H:26]3[N:21]([C:22](=[O:29])[CH2:23][CH2:24][CH2:25]3)[CH2:20]2)[N:12]2[CH:13]=[CH:14][N:15]=[C:10]([Cl:9])[C:11]=12. (4) Given the reactants [CH2:1]([O:8][C:9]1[CH:10]=[C:11]([S:15][C:16]2[CH:25]=[CH:24][C:19]([C:20]([NH:22][NH2:23])=[O:21])=[CH:18][C:17]=2C(F)(F)F)[CH:12]=[CH:13][CH:14]=1)[C:2]1[CH:7]=[CH:6][CH:5]=[CH:4][CH:3]=1.C(OC1C=C(SC2C=CC(C(OCC3C=CC(OC)=CC=3)=O)=C([Cl:63])C=2)C=CC=1)C1C=CC=CC=1, predict the reaction product. The product is: [CH2:1]([O:8][C:9]1[CH:10]=[C:11]([S:15][C:16]2[CH:25]=[CH:24][C:19]([C:20]([NH:22][NH2:23])=[O:21])=[C:18]([Cl:63])[CH:17]=2)[CH:12]=[CH:13][CH:14]=1)[C:2]1[CH:7]=[CH:6][CH:5]=[CH:4][CH:3]=1. (5) Given the reactants O[C:2]([C:6]1[CH:11]=[CH:10][CH:9]=[C:8]([N+:12]([O-:14])=[O:13])[CH:7]=1)([CH3:5])[C:3]#[N:4].C(N(S(F)(F)[F:21])CC)C, predict the reaction product. The product is: [F:21][C:2]([C:6]1[CH:11]=[CH:10][CH:9]=[C:8]([N+:12]([O-:14])=[O:13])[CH:7]=1)([CH3:5])[C:3]#[N:4]. (6) Given the reactants [Cl:1][C:2]1[CH:3]=[CH:4][C:5]([I:11])=[C:6]([CH:10]=1)[C:7](O)=[O:8].S(Cl)(Cl)=O.ClC1C=CC(I)=C(C=1)C(Cl)=O.Cl.[CH3:28][NH:29][O:30][CH3:31].N1C=CC=CC=1, predict the reaction product. The product is: [Cl:1][C:2]1[CH:3]=[CH:4][C:5]([I:11])=[C:6]([CH:10]=1)[C:7]([N:29]([O:30][CH3:31])[CH3:28])=[O:8]. (7) Given the reactants Br[CH2:2][CH2:3][O:4][C:5]1[CH:14]=[CH:13][CH:12]=[C:11]2[C:6]=1[CH:7]=[CH:8][C:9]([CH3:15])=[N:10]2.[OH:16][CH:17]1[CH2:22][CH2:21][NH:20][CH2:19][CH2:18]1, predict the reaction product. The product is: [OH:16][CH:17]1[CH2:22][CH2:21][N:20]([CH2:2][CH2:3][O:4][C:5]2[CH:14]=[CH:13][CH:12]=[C:11]3[C:6]=2[CH:7]=[CH:8][C:9]([CH3:15])=[N:10]3)[CH2:19][CH2:18]1. (8) Given the reactants [CH3:1][C:2]1[CH:23]=[CH:22][CH:21]=[C:20]([CH3:24])[C:3]=1[CH2:4][NH:5][C:6]1[C:14]2[N:13]=[C:12]([CH3:15])[N:11]([CH3:16])[C:10]=2[CH:9]=[C:8]([C:17](O)=[O:18])[CH:7]=1.[CH3:25][NH2:26].[Cl-].[NH4+], predict the reaction product. The product is: [CH3:1][C:2]1[CH:23]=[CH:22][CH:21]=[C:20]([CH3:24])[C:3]=1[CH2:4][NH:5][C:6]1[C:14]2[N:13]=[C:12]([CH3:15])[N:11]([CH3:16])[C:10]=2[CH:9]=[C:8]([C:17]([NH:26][CH3:25])=[O:18])[CH:7]=1. (9) Given the reactants [H-].[Na+].[F:3][C:4]([F:34])([F:33])[CH2:5][O:6][C:7]1[CH:12]=[C:11]([O:13][CH2:14][C:15]([F:18])([F:17])[F:16])[N:10]=[C:9]([NH:19][C:20](=[O:32])[N:21]([CH3:31])[C:22]2[S:23][C:24]([C:27]([F:30])([F:29])[F:28])=[CH:25][CH:26]=2)[N:8]=1.[CH3:35]I, predict the reaction product. The product is: [CH3:35][N:19]([C:9]1[N:8]=[C:7]([O:6][CH2:5][C:4]([F:3])([F:33])[F:34])[CH:12]=[C:11]([O:13][CH2:14][C:15]([F:18])([F:17])[F:16])[N:10]=1)[C:20](=[O:32])[N:21]([CH3:31])[C:22]1[S:23][C:24]([C:27]([F:28])([F:29])[F:30])=[CH:25][CH:26]=1. (10) Given the reactants [CH2:1]1COCC1.[F:6][C:7]1[C:12]2[CH:13]=[CH:14][O:15][C:11]=2[C:10]([C:16]2[CH:41]=[CH:40][C:19]([O:20][CH2:21][C:22]3[CH:23]=[C:24]([CH:37]=[CH:38][CH:39]=3)[C:25]([N:27]3[CH2:31][CH2:30][C@H:29]([OH:32])[C@H:28]3[C:33]([O:35]C)=[O:34])=[O:26])=[CH:18][CH:17]=2)=[CH:9][C:8]=1[F:42].[H-].[Na+].CI, predict the reaction product. The product is: [F:6][C:7]1[C:12]2[CH:13]=[CH:14][O:15][C:11]=2[C:10]([C:16]2[CH:41]=[CH:40][C:19]([O:20][CH2:21][C:22]3[CH:23]=[C:24]([CH:37]=[CH:38][CH:39]=3)[C:25]([N:27]3[CH2:31][CH2:30][C@H:29]([O:32][CH3:1])[C@H:28]3[C:33]([OH:35])=[O:34])=[O:26])=[CH:18][CH:17]=2)=[CH:9][C:8]=1[F:42].